This data is from Full USPTO retrosynthesis dataset with 1.9M reactions from patents (1976-2016). The task is: Predict the reactants needed to synthesize the given product. The reactants are: [H-].[Na+].ON1[CH:9]=[CH:8][CH:7]=[N:6][CH2:5]1.Cl[C:11]1[CH:16]=[CH:15][C:14]([C:17]2[S:18][C:19]3[N:20]=[CH:21][N:22]=[CH:23][C:24]=3[N:25]=2)=[CH:13][C:12]=1[C:26]#[N:27].[OH2:28].[CH3:29]S(C)=O. Given the product [C:26]([C:12]1[CH:13]=[C:14]([C:17]2[S:18][C:19]3[N:20]=[CH:21][N:22]=[CH:23][C:24]=3[N:25]=2)[CH:15]=[CH:16][C:11]=1[O:28][C:8]1[CH:7]=[N:6][CH:5]=[CH:29][CH:9]=1)#[N:27], predict the reactants needed to synthesize it.